Dataset: Drug-target binding data from BindingDB using IC50 measurements. Task: Regression. Given a target protein amino acid sequence and a drug SMILES string, predict the binding affinity score between them. We predict pIC50 (pIC50 = -log10(IC50 in M); higher means more potent). Dataset: bindingdb_ic50. The small molecule is CC(C)c1cc(Oc2c(Br)cc3[nH]c(C(=O)O)cc3c2Br)ccc1O. The target protein (P10828) has sequence MTPNSMTENGLTAWDKPKHCPDREHDWKLVGMSEACLHRKSHSERRSTLKNEQSSPHLIQTTWTSSIFHLDHDDVNDQSVSSAQTFQTEEKKCKGYIPSYLDKDELCVVCGDKATGYHYRCITCEGCKGFFRRTIQKNLHPSYSCKYEGKCVIDKVTRNQCQECRFKKCIYVGMATDLVLDDSKRLAKRKLIEENREKRRREELQKSIGHKPEPTDEEWELIKTVTEAHVATNAQGSHWKQKRKFLPEDIGQAPIVNAPEGGKVDLEAFSHFTKIITPAITRVVDFAKKLPMFCELPCEDQIILLKGCCMEIMSLRAAVRYDPESETLTLNGEMAVTRGQLKNGGLGVVSDAIFDLGMSLSSFNLDDTEVALLQAVLLMSSDRPGLACVERIEKYQDSFLLAFEHYINYRKHHVTHFWPKLLMKVTDLRMIGACHASRFLHMKVECPTELFPPLFLEVFED. The pIC50 is 9.4.